This data is from Full USPTO retrosynthesis dataset with 1.9M reactions from patents (1976-2016). The task is: Predict the reactants needed to synthesize the given product. (1) Given the product [NH:1]1[CH:5]=[CH:4][C:3]([C:6]2[CH:7]=[CH:8][C:9]([C@H:12]3[CH2:13][CH2:14][C@H:15]([CH2:18][C:19]([OH:21])=[O:20])[CH2:16][CH2:17]3)=[CH:10][CH:11]=2)=[N:2]1, predict the reactants needed to synthesize it. The reactants are: [NH:1]1[CH:5]=[CH:4][C:3]([C:6]2[CH:11]=[CH:10][C:9]([C@H:12]3[CH2:17][CH2:16][C@H:15]([CH2:18][C:19]([O:21]CC)=[O:20])[CH2:14][CH2:13]3)=[CH:8][CH:7]=2)=[N:2]1.[OH-].[Li+].Cl. (2) Given the product [C:1](=[O:12])([O:2][CH:3]([I:13])[CH3:4])[O:6][CH:7]1[CH2:11][CH2:10][CH2:9][CH2:8]1, predict the reactants needed to synthesize it. The reactants are: [C:1](=[O:12])([O:6][CH:7]1[CH2:11][CH2:10][CH2:9][CH2:8]1)[O:2][CH:3](Cl)[CH3:4].[I-:13].[Na+].C(OCC)C. (3) Given the product [CH3:1][O:2][C:3](=[O:14])[CH:4]=[CH:5][C:6]1[CH:7]=[C:8]([F:13])[CH:9]=[C:10]([C:32]2[CH:31]=[N:30][CH:29]=[C:28]([O:27][CH2:26][C@@H:23]3[CH2:24][CH2:25][N:22]3[C:20]([O:19][C:15]([CH3:18])([CH3:17])[CH3:16])=[O:21])[CH:33]=2)[CH:11]=1, predict the reactants needed to synthesize it. The reactants are: [CH3:1][O:2][C:3](=[O:14])[CH:4]=[CH:5][C:6]1[CH:11]=[C:10](I)[CH:9]=[C:8]([F:13])[CH:7]=1.[C:15]([O:19][C:20]([N:22]1[CH2:25][CH2:24][C@H:23]1[CH2:26][O:27][C:28]1[CH:29]=[N:30][CH:31]=[C:32]([Sn](C)(C)C)[CH:33]=1)=[O:21])([CH3:18])([CH3:17])[CH3:16].C(OC(N1CC[C@H]1COC1C=C(C2C=C(CCCO)C=CC=2)C=NC=1)=O)(C)(C)C. (4) Given the product [OH:1][C:2]1[CH:7]=[CH:6][N:5]=[CH:4][C:3]=1[NH:8][C:14](=[O:15])[C:13]1[CH:17]=[CH:18][CH:19]=[CH:20][C:12]=1[N+:9]([O-:11])=[O:10].[N+:37]([C:29]1[CH:28]=[CH:36][CH:35]=[CH:34][C:30]=1[C:31]1[S:41][C:2]2[CH:7]=[CH:6][N:5]=[CH:4][C:3]=2[N:33]=1)([O-:39])=[O:38], predict the reactants needed to synthesize it. The reactants are: [OH:1][C:2]1[CH:7]=[CH:6][N:5]=[CH:4][C:3]=1[NH2:8].[N+:9]([C:12]1[CH:20]=[CH:19][CH:18]=[CH:17][C:13]=1[C:14](Cl)=[O:15])([O-:11])=[O:10].OC1C=CN=CC=1[C:28]1[C:29]([N+:37]([O-:39])=[O:38])=[C:30]([CH:34]=[CH:35][CH:36]=1)[C:31]([NH2:33])=O.P12(SP3(SP(SP(S3)(S1)=S)(=S)S2)=S)=[S:41]. (5) Given the product [CH3:23][S:24][C:25]1[N:27]=[C:5]([C:7]2[CH:12]=[CH:11][C:10]([S:13][CH3:14])=[CH:9][CH:8]=2)[CH:4]=[C:3]([C:2]([F:17])([F:16])[F:1])[N:26]=1, predict the reactants needed to synthesize it. The reactants are: [F:1][C:2]([F:17])([F:16])[C:3](=O)[CH2:4][C:5]([C:7]1[CH:12]=[CH:11][C:10]([S:13][CH3:14])=[CH:9][CH:8]=1)=O.S(O)(O)(=O)=O.[CH3:23][S:24][C:25](=[NH:27])[NH2:26].C([O-])(=O)C.[Na+]. (6) The reactants are: [H-].[Na+].[Cl:3][C:4]1[CH:9]=[CH:8][N:7]=[C:6]([O:10][CH3:11])[C:5]=1[C:12]1[NH:25][C:15]2=[CH:16][C:17]3[C:18](=[O:24])[NH:19][C:20](=[O:23])[C:21]=3[CH:22]=[C:14]2[N:13]=1.[CH3:26]I.O. Given the product [Cl:3][C:4]1[CH:9]=[CH:8][N:7]=[C:6]([O:10][CH3:11])[C:5]=1[C:12]1[N:13]([CH3:26])[C:14]2=[CH:22][C:21]3[C:20](=[O:23])[NH:19][C:18](=[O:24])[C:17]=3[CH:16]=[C:15]2[N:25]=1, predict the reactants needed to synthesize it.